From a dataset of Forward reaction prediction with 1.9M reactions from USPTO patents (1976-2016). Predict the product of the given reaction. (1) Given the reactants [NH2:1][C:2]1[N:7]=[CH:6][C:5]([C:8]#[C:9][C:10]2[CH:11]=[CH:12][C:13]([F:44])=[C:14]([CH:43]=2)[C:15]([NH:17][C:18]2[CH:23]=[C:22]([C:24]([F:27])([F:26])[F:25])[CH:21]=[CH:20][C:19]=2[N:28]2[CH2:33][CH2:32][CH2:31][C@H:30]([N:34](C)[C:35](=O)OC(C)(C)C)[CH2:29]2)=[O:16])=[CH:4][N:3]=1.Cl.C(Cl)Cl.[OH-].[Na+], predict the reaction product. The product is: [NH2:1][C:2]1[N:3]=[CH:4][C:5]([C:8]#[C:9][C:10]2[CH:11]=[CH:12][C:13]([F:44])=[C:14]([CH:43]=2)[C:15]([NH:17][C:18]2[CH:23]=[C:22]([C:24]([F:27])([F:25])[F:26])[CH:21]=[CH:20][C:19]=2[N:28]2[CH2:33][CH2:32][CH2:31][C@H:30]([NH:34][CH3:35])[CH2:29]2)=[O:16])=[CH:6][N:7]=1. (2) Given the reactants [Br:1][C:2]1[CH:7]=[CH:6][C:5]([NH:8][CH2:9][C:10]2[CH:11]=[N:12][CH:13]=[CH:14][CH:15]=2)=[CH:4][CH:3]=1.[CH2:16]([S:18](Cl)(=[O:20])=[O:19])[CH3:17], predict the reaction product. The product is: [Br:1][C:2]1[CH:3]=[CH:4][C:5]([N:8]([CH2:9][C:10]2[CH:11]=[N:12][CH:13]=[CH:14][CH:15]=2)[S:18]([CH2:16][CH3:17])(=[O:20])=[O:19])=[CH:6][CH:7]=1. (3) Given the reactants [CH3:1][C:2]1[CH:6]=[C:5]([CH3:7])[NH:4][N:3]=1.[H-].[Na+].[CH3:10][S:11]([O:14][C:15]1[CH:16]=[C:17]2[C:42](=[CH:43][C:44]=1[CH3:45])[O:41][C:20]1([CH2:29][C:28]([CH3:31])([CH3:30])[C:27]3[C:22](=[CH:23][C:24]([CH3:40])=[C:25]([O:32][CH2:33][CH2:34]OS(C)(=O)=O)[CH:26]=3)[O:21]1)[CH2:19][C:18]2([CH3:47])[CH3:46])(=[O:13])=[O:12].Cl, predict the reaction product. The product is: [CH3:10][S:11]([O:14][C:15]1[CH:16]=[C:17]2[C:42](=[CH:43][C:44]=1[CH3:45])[O:41][C:20]1([CH2:29][C:28]([CH3:31])([CH3:30])[C:27]3[C:22](=[CH:23][C:24]([CH3:40])=[C:25]([O:32][CH2:33][CH2:34][N:3]4[C:2]([CH3:1])=[CH:6][C:5]([CH3:7])=[N:4]4)[CH:26]=3)[O:21]1)[CH2:19][C:18]2([CH3:46])[CH3:47])(=[O:12])=[O:13]. (4) Given the reactants [H-].[Na+].CN(C)[CH:5]=[CH:6][C:7]([C:9]1[CH:14]=[CH:13][C:12]([N:15]([CH3:17])[CH3:16])=[CH:11][CH:10]=1)=O.[C:19]([CH2:21][C:22]([NH2:24])=[O:23])#[N:20].CO, predict the reaction product. The product is: [CH3:17][N:15]([CH3:16])[C:12]1[CH:11]=[CH:10][C:9]([C:7]2[NH:24][C:22](=[O:23])[C:21]([C:19]#[N:20])=[CH:5][CH:6]=2)=[CH:14][CH:13]=1. (5) Given the reactants [CH3:1][O:2][C:3]1[N:8]=[CH:7][C:6]([NH:9][C:10](=[O:15])[C:11]([CH3:14])([CH3:13])[CH3:12])=[CH:5][CH:4]=1.C([Li])(C)(C)C.CCCCC.[I:26]I.O, predict the reaction product. The product is: [I:26][C:5]1[CH:4]=[C:3]([O:2][CH3:1])[N:8]=[CH:7][C:6]=1[NH:9][C:10](=[O:15])[C:11]([CH3:12])([CH3:14])[CH3:13]. (6) Given the reactants O[O:2][S:3]([O-:5])=O.[K+].[OH:7][C:8]1[CH:9]=[CH:10][C:11]2S[CH:14]=[CH:13][C:12]=2[CH:16]=1, predict the reaction product. The product is: [O:2]=[S:3]1(=[O:5])[CH:14]=[CH:13][C:12]2[CH:16]=[C:8]([OH:7])[CH:9]=[CH:10][C:11]1=2.